This data is from Reaction yield outcomes from USPTO patents with 853,638 reactions. The task is: Predict the reaction yield, written as a fraction of the theoretical maximum amount of product (1.0 means a 100% yield; for example, 0.34 means a 34% yield). (1) The reactants are [CH:1]1([Mg]Br)[CH2:3][CH2:2]1.[CH2:6]([N:13]1[C:18](=[O:19])[C:17]2=[C:20]([Cl:23])[CH:21]=[CH:22][N:16]2[N:15]=[C:14]1[CH:24]=[O:25])[C:7]1[CH:12]=[CH:11][CH:10]=[CH:9][CH:8]=1. The catalyst is C(Cl)Cl. The product is [CH2:6]([N:13]1[C:18](=[O:19])[C:17]2=[C:20]([Cl:23])[CH:21]=[CH:22][N:16]2[N:15]=[C:14]1[CH:24]([CH:1]1[CH2:3][CH2:2]1)[OH:25])[C:7]1[CH:12]=[CH:11][CH:10]=[CH:9][CH:8]=1. The yield is 0.480. (2) The reactants are [CH:1]1([C:6]2[NH:10][C:9]3[C:11]([C:16]([OH:18])=O)=[CH:12][CH:13]=[C:14]([OH:15])[C:8]=3[N:7]=2)[CH2:5][CH2:4][CH2:3][CH2:2]1.[NH2:19][C@H:20]1[CH2:25][CH2:24][CH2:23][N:22](C(OC(C)(C)C)=O)[CH2:21]1. No catalyst specified. The product is [CH:1]1([C:6]2[NH:10][C:9]3[C:11]([C:16]([NH:19][C@H:20]4[CH2:25][CH2:24][CH2:23][NH:22][CH2:21]4)=[O:18])=[CH:12][CH:13]=[C:14]([OH:15])[C:8]=3[N:7]=2)[CH2:2][CH2:3][CH2:4][CH2:5]1. The yield is 0.270. (3) The reactants are [C:1]([N:4]1[CH2:9][CH2:8][CH:7]([C:10](Cl)=[N:11]OS(C)(=O)=O)[CH2:6][CH2:5]1)(=[O:3])[CH3:2].N1C=CC=CC=1.[S-:24][C:25]#[N:26].[Na+].[Br:28][C:29]1[CH:30]=[C:31]([O:36][C:37]2[C:38]([CH3:43])=[N:39][CH:40]=[CH:41][CH:42]=2)[C:32]([NH2:35])=[N:33][CH:34]=1. The catalyst is C(#N)C. The product is [Br:28][C:29]1[CH:30]=[C:31]([O:36][C:37]2[C:38]([CH3:43])=[N:39][CH:40]=[CH:41][CH:42]=2)[C:32]([NH:35][C:25]2[S:24][N:11]=[C:10]([CH:7]3[CH2:6][CH2:5][N:4]([C:1](=[O:3])[CH3:2])[CH2:9][CH2:8]3)[N:26]=2)=[N:33][CH:34]=1. The yield is 1.00.